From a dataset of Reaction yield outcomes from USPTO patents with 853,638 reactions. Predict the reaction yield, written as a fraction of the theoretical maximum amount of product (1.0 means a 100% yield; for example, 0.34 means a 34% yield). (1) The reactants are [Br:1][C:2]1[CH:3]=[C:4]2[C:8](=[C:9]([C:11]([NH2:13])=[O:12])[CH:10]=1)[NH:7][CH:6]=[CH:5]2.O=[C:15]1[CH2:20][CH2:19][N:18]([C:21]([O:23][C:24]([CH3:27])([CH3:26])[CH3:25])=[O:22])[CH2:17][CH2:16]1.C[O-].[Na+]. The catalyst is CO. The product is [NH2:13][C:11]([C:9]1[CH:10]=[C:2]([Br:1])[CH:3]=[C:4]2[C:8]=1[NH:7][CH:6]=[C:5]2[C:15]1[CH2:20][CH2:19][N:18]([C:21]([O:23][C:24]([CH3:27])([CH3:26])[CH3:25])=[O:22])[CH2:17][CH:16]=1)=[O:12]. The yield is 0.430. (2) The reactants are [CH3:1][O:2][C:3]1[CH:10]=[CH:9][C:6]([CH:7]=[O:8])=[C:5]([O:11][CH2:12][C:13]2[CH:18]=[C:17]([O:19][CH2:20][CH2:21][CH2:22][CH2:23][CH2:24][CH2:25][CH2:26][CH2:27][CH2:28][CH2:29][CH2:30][CH2:31][CH2:32][CH2:33][CH2:34][CH2:35][CH2:36][CH3:37])[C:16]([O:38][CH2:39][CH2:40][CH2:41][CH2:42][CH2:43][CH2:44][CH2:45][CH2:46][CH2:47][CH2:48][CH2:49][CH2:50][CH2:51][CH2:52][CH2:53][CH2:54][CH2:55][CH3:56])=[C:15]([O:57][CH2:58][CH2:59][CH2:60][CH2:61][CH2:62][CH2:63][CH2:64][CH2:65][CH2:66][CH2:67][CH2:68][CH2:69][CH2:70][CH2:71][CH2:72][CH2:73][CH2:74][CH3:75])[CH:14]=2)[CH:4]=1.[BH4-].[Na+].Cl. The catalyst is C1COCC1.CO. The product is [CH3:1][O:2][C:3]1[CH:10]=[CH:9][C:6]([CH2:7][OH:8])=[C:5]([O:11][CH2:12][C:13]2[CH:18]=[C:17]([O:19][CH2:20][CH2:21][CH2:22][CH2:23][CH2:24][CH2:25][CH2:26][CH2:27][CH2:28][CH2:29][CH2:30][CH2:31][CH2:32][CH2:33][CH2:34][CH2:35][CH2:36][CH3:37])[C:16]([O:38][CH2:39][CH2:40][CH2:41][CH2:42][CH2:43][CH2:44][CH2:45][CH2:46][CH2:47][CH2:48][CH2:49][CH2:50][CH2:51][CH2:52][CH2:53][CH2:54][CH2:55][CH3:56])=[C:15]([O:57][CH2:58][CH2:59][CH2:60][CH2:61][CH2:62][CH2:63][CH2:64][CH2:65][CH2:66][CH2:67][CH2:68][CH2:69][CH2:70][CH2:71][CH2:72][CH2:73][CH2:74][CH3:75])[CH:14]=2)[CH:4]=1. The yield is 0.970. (3) The product is [CH2:32]([O:39][C:40]1[CH:45]=[C:44]([C:2]2[N:7]=[C:6]([NH:20][CH2:21][CH2:22][O:23][CH2:24][C:25]([O:27][C:28]([CH3:31])([CH3:30])[CH3:29])=[O:26])[C:5]([N+:9]([O-:11])=[O:10])=[C:4]([CH3:12])[N:3]=2)[CH:43]=[CH:42][CH:41]=1)[C:33]1[CH:38]=[CH:37][CH:36]=[CH:35][CH:34]=1. The reactants are Cl[C:2]1[N:7]=[C:6](Cl)[C:5]([N+:9]([O-:11])=[O:10])=[C:4]([CH3:12])[N:3]=1.C(N(CC)CC)C.[NH2:20][CH2:21][CH2:22][O:23][CH2:24][C:25]([O:27][C:28]([CH3:31])([CH3:30])[CH3:29])=[O:26].[CH2:32]([O:39][C:40]1[CH:41]=[C:42](B(O)O)[CH:43]=[CH:44][CH:45]=1)[C:33]1[CH:38]=[CH:37][CH:36]=[CH:35][CH:34]=1.C([O-])([O-])=O.[Na+].[Na+]. The catalyst is C(Cl)Cl.C1C=CC([P]([Pd]([P](C2C=CC=CC=2)(C2C=CC=CC=2)C2C=CC=CC=2)([P](C2C=CC=CC=2)(C2C=CC=CC=2)C2C=CC=CC=2)[P](C2C=CC=CC=2)(C2C=CC=CC=2)C2C=CC=CC=2)(C2C=CC=CC=2)C2C=CC=CC=2)=CC=1. The yield is 0.500. (4) The yield is 0.980. The product is [F:13][C:14]1[CH:15]=[C:16]([CH:26]=[C:27]([F:29])[CH:28]=1)[CH2:17][S:10][C:7]1[N:6]=[C:5]([C:11]#[N:12])[C:4]([N+:1]([O-:3])=[O:2])=[CH:9][CH:8]=1. The catalyst is CC(C)=O. The reactants are [N+:1]([C:4]1[CH:9]=[CH:8][C:7](=[S:10])[NH:6][C:5]=1[C:11]#[N:12])([O-:3])=[O:2].[F:13][C:14]1[CH:15]=[C:16]([CH:26]=[C:27]([F:29])[CH:28]=1)[CH2:17]C(Br)C1C=CC=CC=1.C([O-])([O-])=O.[K+].[K+]. (5) The reactants are [CH3:1][C@@H:2]([NH:13][CH2:14][CH2:15][CH2:16][C:17]1[CH:18]=[CH:19][CH:20]=[C:21]([C:23]([F:26])([F:25])[F:24])[CH:22]=1)[C:3]1[CH:4]=[CH:5][CH:6]=[C:7]2[CH:12]=[CH:11][CH:10]=[CH:9][C:8]=12.CC(O)C.[ClH:31]. The catalyst is C(OCC)(=O)C. The product is [CH3:1][C@@H:2]([NH:13][CH2:14][CH2:15][CH2:16][C:17]1[CH:18]=[CH:19][CH:20]=[C:21]([C:23]([F:24])([F:25])[F:26])[CH:22]=1)[C:3]1[CH:4]=[CH:5][CH:6]=[C:7]2[CH:12]=[CH:11][CH:10]=[CH:9][C:8]=12.[ClH:31]. The yield is 0.700. (6) The reactants are [C:1]1(B(O)O)[C:10]2[C:5](=[CH:6][CH:7]=[CH:8][CH:9]=2)[CH:4]=[CH:3][CH:2]=1.C([O-])([O-])=O.[Na+].[Na+].Br[C:21]1[CH:26]=[CH:25][CH:24]=[C:23]([CH:27]=[O:28])[N:22]=1. The catalyst is C1(C)C=CC=CC=1.C1C=CC([P]([Pd]([P](C2C=CC=CC=2)(C2C=CC=CC=2)C2C=CC=CC=2)([P](C2C=CC=CC=2)(C2C=CC=CC=2)C2C=CC=CC=2)[P](C2C=CC=CC=2)(C2C=CC=CC=2)C2C=CC=CC=2)(C2C=CC=CC=2)C2C=CC=CC=2)=CC=1. The product is [CH:27]([C:23]1[CH:24]=[CH:25][CH:26]=[C:21]([C:1]2[C:10]3[C:5](=[CH:6][CH:7]=[CH:8][CH:9]=3)[CH:4]=[CH:3][CH:2]=2)[N:22]=1)=[O:28]. The yield is 0.870. (7) The reactants are I[CH2:2][C@@H:3]([CH3:16])[CH2:4][N:5]1[C:14]2[C:9](=[CH:10][CH:11]=[CH:12][CH:13]=2)[CH2:8][CH2:7][C:6]1=[O:15].[CH2:17]([CH:21]1[CH2:26][CH2:25][NH:24][CH2:23][CH2:22]1)[CH2:18][CH2:19][CH3:20]. The catalyst is CC#N. The product is [CH2:17]([CH:21]1[CH2:26][CH2:25][N:24]([CH2:2][C@@H:3]([CH3:16])[CH2:4][N:5]2[C:14]3[C:9](=[CH:10][CH:11]=[CH:12][CH:13]=3)[CH2:8][CH2:7][C:6]2=[O:15])[CH2:23][CH2:22]1)[CH2:18][CH2:19][CH3:20]. The yield is 0.540.